Predict which catalyst facilitates the given reaction. From a dataset of Catalyst prediction with 721,799 reactions and 888 catalyst types from USPTO. (1) Product: [CH2:1]([N:8]1[C:18](=[O:19])[C:17]2[C:16](=[CH:23][CH:22]=[CH:21][CH:20]=2)[C:15]1=[O:24])[C:2]1[CH:7]=[CH:6][CH:5]=[CH:4][CH:3]=1. Reactant: [CH2:1]([NH2:8])[C:2]1[CH:7]=[CH:6][CH:5]=[CH:4][CH:3]=1.C(N1[C:18](=[O:19])[C:17]2=[CH:20][CH:21]=[CH:22][CH:23]=[C:16]2[C:15]1=[O:24])(OCC)=O.C(=O)([O-])[O-].[Na+].[Na+]. The catalyst class is: 6. (2) Reactant: C(#N)C=C.[C:5]([O:9][CH3:10])(=[O:8])[CH:6]=[CH2:7].[C:11]([NH:15][C:16]([CH3:23])([CH3:22])[CH2:17][S:18]([O-:21])(=[O:20])=[O:19])(=[O:14])[CH:12]=[CH2:13].[Na+:24]. Product: [C:5]([O:9][CH3:10])(=[O:8])[CH:6]=[CH2:7].[C:11]([NH:15][C:16]([CH3:23])([CH3:22])[CH2:17][S:18]([O-:21])(=[O:19])=[O:20])(=[O:14])[CH:12]=[CH2:13].[Na+:24]. The catalyst class is: 9. (3) Reactant: [NH:1]1[CH2:4][CH2:3][CH2:2]1.[CH2:5]([Si:7]([CH2:22][CH3:23])([CH2:20][CH3:21])[C:8]#[C:9][CH2:10][O:11][CH2:12][CH:13]1[CH2:18][CH2:17][C:16](=O)[CH2:15][CH2:14]1)[CH3:6].Cl.[C-:25]#[N:26].[K+]. Product: [N:1]1([C:16]2([C:25]#[N:26])[CH2:17][CH2:18][CH:13]([CH2:12][O:11][CH2:10][C:9]#[C:8][Si:7]([CH2:22][CH3:23])([CH2:20][CH3:21])[CH2:5][CH3:6])[CH2:14][CH2:15]2)[CH2:4][CH2:3][CH2:2]1. The catalyst class is: 24.